From a dataset of Full USPTO retrosynthesis dataset with 1.9M reactions from patents (1976-2016). Predict the reactants needed to synthesize the given product. (1) Given the product [NH2:28][C:14](=[O:15])[CH:13]([NH:12][C:10]([C:7]1[CH:6]=[C:5]([O:21][CH2:22][C:23]([F:25])([F:24])[F:26])[C:4]([CH:1]2[CH2:3][CH2:2]2)=[CH:9][N:8]=1)=[O:11])[C:17]([CH3:20])([CH3:19])[CH3:18], predict the reactants needed to synthesize it. The reactants are: [CH:1]1([C:4]2[C:5]([O:21][CH2:22][C:23]([F:26])([F:25])[F:24])=[CH:6][C:7]([C:10]([NH:12][CH:13]([C:17]([CH3:20])([CH3:19])[CH3:18])[C:14](O)=[O:15])=[O:11])=[N:8][CH:9]=2)[CH2:3][CH2:2]1.[Cl-].[NH4+:28]. (2) Given the product [O:29]1[CH2:30][CH2:31][CH2:32][CH2:33][CH:28]1[O:27][C:22]1[CH:23]=[C:24]2[C:19](=[CH:20][CH:21]=1)[N:18]=[C:17]([O:11][CH2:10][C:7]1[CH:6]=[CH:5][C:4]([O:3][C:2]([F:12])([F:13])[F:1])=[CH:9][CH:8]=1)[CH:26]=[CH:25]2, predict the reactants needed to synthesize it. The reactants are: [F:1][C:2]([F:13])([F:12])[O:3][C:4]1[CH:9]=[CH:8][C:7]([CH2:10][OH:11])=[CH:6][CH:5]=1.[H-].[Na+].Cl[C:17]1[CH:26]=[CH:25][C:24]2[C:19](=[CH:20][CH:21]=[C:22]([O:27][CH:28]3[CH2:33][CH2:32][CH2:31][CH2:30][O:29]3)[CH:23]=2)[N:18]=1.[Cl-].[NH4+]. (3) Given the product [F:1][C:2]1[C:10]2[CH:9]([CH2:11][C:12]([OH:14])=[O:13])[O:8][B:7]([OH:17])[C:6]=2[CH:5]=[C:4]([O:18][CH3:19])[CH:3]=1, predict the reactants needed to synthesize it. The reactants are: [F:1][C:2]1[C:10]2[CH:9]([CH2:11][C:12]([O:14]CC)=[O:13])[O:8][B:7]([OH:17])[C:6]=2[CH:5]=[C:4]([O:18][CH3:19])[CH:3]=1.[OH-].[Li+].Cl. (4) Given the product [CH3:1][O:2][C:3]1[CH:8]=[CH:7][CH:6]=[CH:5][C:4]=1[N:9]1[C:13]([C:14]([OH:16])=[O:15])=[C:12]([CH3:19])[CH:11]=[N:10]1, predict the reactants needed to synthesize it. The reactants are: [CH3:1][O:2][C:3]1[CH:8]=[CH:7][CH:6]=[CH:5][C:4]=1[N:9]1[C:13]([C:14]([O:16]CC)=[O:15])=[C:12]([CH3:19])[CH:11]=[N:10]1.[OH-].[Na+]. (5) Given the product [Cl:1][C:2]1[CH:21]=[CH:20][C:19]([C:22]2[C:23]([C:29]([OH:33])=[O:31])=[N:24][C:25]([CH3:28])=[CH:26][CH:27]=2)=[CH:18][C:3]=1[C:4]([NH:6][CH2:7][C:8]12[CH2:15][CH:14]3[CH2:16][CH:10]([CH2:11][CH:12]([CH2:13]3)[CH2:17]1)[CH2:9]2)=[O:5], predict the reactants needed to synthesize it. The reactants are: [Cl:1][C:2]1[CH:21]=[CH:20][C:19]([C:22]2[C:23]([C:29]#N)=[N:24][C:25]([CH3:28])=[CH:26][CH:27]=2)=[CH:18][C:3]=1[C:4]([NH:6][CH2:7][C:8]12[CH2:17][CH:12]3[CH2:13][CH:14]([CH2:16][CH:10]([CH2:11]3)[CH2:9]1)[CH2:15]2)=[O:5].[OH-:31].[K+].[OH2:33]. (6) Given the product [Cl:11][C:12]1[CH:17]=[C:16]([C:18]([OH:20])=[O:19])[CH:15]=[C:14]([O:8][CH2:1][C:2]2[CH:7]=[CH:6][CH:5]=[CH:4][CH:3]=2)[N:13]=1, predict the reactants needed to synthesize it. The reactants are: [CH2:1]([OH:8])[C:2]1[CH:7]=[CH:6][CH:5]=[CH:4][CH:3]=1.[H-].[Na+].[Cl:11][C:12]1[CH:17]=[C:16]([C:18]([OH:20])=[O:19])[CH:15]=[C:14](Cl)[N:13]=1.Cl. (7) Given the product [CH3:1][N:2]([CH2:3][CH2:4][N:5]1[CH2:10][CH2:9][CH2:8][CH2:7][CH2:6]1)[C:11]1[CH:12]=[CH:13][C:14]([NH2:17])=[CH:15][CH:16]=1, predict the reactants needed to synthesize it. The reactants are: [CH3:1][N:2]([C:11]1[CH:16]=[CH:15][C:14]([N+:17]([O-])=O)=[CH:13][CH:12]=1)[CH2:3][CH2:4][N:5]1[CH2:10][CH2:9][CH2:8][CH2:7][CH2:6]1.C(O)(C(F)(F)F)=O.